This data is from Full USPTO retrosynthesis dataset with 1.9M reactions from patents (1976-2016). The task is: Predict the reactants needed to synthesize the given product. (1) The reactants are: [F:1][C:2]1[CH:7]=[C:6](B2OC(C)(C)C(C)(C)O2)[CH:5]=[CH:4][C:3]=1[C:17]1[N:18]=[CH:19][C:20]([NH2:23])=[N:21][CH:22]=1.Br[C:25]1[C:26]([O:31][CH2:32][CH:33]2[CH2:37][CH2:36][N:35]([C:38]([O:40][C:41]([CH3:44])([CH3:43])[CH3:42])=[O:39])[CH2:34]2)=[N:27][CH:28]=[CH:29][CH:30]=1. Given the product [NH2:23][C:20]1[N:21]=[CH:22][C:17]([C:3]2[CH:4]=[CH:5][C:6]([C:25]3[C:26]([O:31][CH2:32][CH:33]4[CH2:37][CH2:36][N:35]([C:38]([O:40][C:41]([CH3:44])([CH3:43])[CH3:42])=[O:39])[CH2:34]4)=[N:27][CH:28]=[CH:29][CH:30]=3)=[CH:7][C:2]=2[F:1])=[N:18][CH:19]=1, predict the reactants needed to synthesize it. (2) The reactants are: [CH3:1][C:2]1[O:3][C:4]([C:9]2[CH2:13][C:12]([C:18]3[CH:23]=[C:22]([Cl:24])[C:21]([Cl:25])=[C:20]([Cl:26])[CH:19]=3)([C:14]([F:17])([F:16])[F:15])[O:11][N:10]=2)=[CH:5][C:6]=1[CH:7]=O.[CH:27]1([C:30]([NH2:32])=[O:31])[CH2:29][CH2:28]1.FC(F)(F)C(O)=O.C([SiH](CC)CC)C. Given the product [CH3:1][C:2]1[O:3][C:4]([C:9]2[CH2:13][C:12]([C:18]3[CH:19]=[C:20]([Cl:26])[C:21]([Cl:25])=[C:22]([Cl:24])[CH:23]=3)([C:14]([F:16])([F:15])[F:17])[O:11][N:10]=2)=[CH:5][C:6]=1[CH2:7][NH:32][C:30]([CH:27]1[CH2:29][CH2:28]1)=[O:31], predict the reactants needed to synthesize it. (3) Given the product [C:14]([NH:17][C:18]1[CH:19]=[C:20]([OH:28])[C:21](=[CH:26][C:27]=1[Br:1])[C:22]([O:24][CH3:25])=[O:23])(=[O:16])[CH3:15], predict the reactants needed to synthesize it. The reactants are: [Br:1]N1C(=O)CCC1=O.CN(C)C=O.[C:14]([NH:17][C:18]1[CH:19]=[C:20]([OH:28])[C:21](=[CH:26][CH:27]=1)[C:22]([O:24][CH3:25])=[O:23])(=[O:16])[CH3:15]. (4) Given the product [C:16]1([NH:15][C:14]([CH:13]([C:23](=[O:31])[NH:24][C:25]2[CH:26]=[CH:27][CH:28]=[CH:29][CH:30]=2)[CH2:12][CH2:11][CH2:10][CH2:9][CH2:8][C:7]([OH:32])=[O:6])=[O:22])[CH:17]=[CH:18][CH:19]=[CH:20][CH:21]=1, predict the reactants needed to synthesize it. The reactants are: O.[OH-].[Li+].C([O:6][C:7](=[O:32])[CH2:8][CH2:9][CH2:10][CH2:11][CH2:12][CH:13]([C:23](=[O:31])[NH:24][C:25]1[CH:30]=[CH:29][CH:28]=[CH:27][CH:26]=1)[C:14](=[O:22])[NH:15][C:16]1[CH:21]=[CH:20][CH:19]=[CH:18][CH:17]=1)C. (5) Given the product [F:24][C:19]1[CH:18]=[C:17]([C:4]2[NH:5][CH:6]=[C:2]([C:43]3[CH2:44][CH2:45][N:46]4[C@H:41]([CH:42]=3)[CH2:40][C@@H:39]([C:34]3[CH:35]=[CH:36][C:37]([CH3:38])=[C:32]([CH3:31])[CH:33]=3)[CH2:47]4)[C:3]=2[C:25]2[CH:30]=[CH:29][N:28]=[CH:27][CH:26]=2)[CH:22]=[CH:21][C:20]=1[F:23], predict the reactants needed to synthesize it. The reactants are: Br[C:2]1[C:3]([C:25]2[CH:30]=[CH:29][N:28]=[CH:27][CH:26]=2)=[C:4]([C:17]2[CH:22]=[CH:21][C:20]([F:23])=[C:19]([F:24])[CH:18]=2)[N:5]([Si](C(C)C)(C(C)C)C(C)C)[CH:6]=1.[CH3:31][C:32]1[CH:33]=[C:34]([C@H:39]2[CH2:47][N:46]3[C@H:41]([CH2:42][C:43](=O)[CH2:44][CH2:45]3)[CH2:40]2)[CH:35]=[CH:36][C:37]=1[CH3:38].C(OCC)(=O)C.CO.